This data is from Reaction yield outcomes from USPTO patents with 853,638 reactions. The task is: Predict the reaction yield, written as a fraction of the theoretical maximum amount of product (1.0 means a 100% yield; for example, 0.34 means a 34% yield). (1) The reactants are C(OC([N:8]1[CH2:13][CH:12]=[C:11]([C:14]2[CH:19]=[C:18]([CH:20]3[CH2:24][CH2:23][CH2:22][CH2:21]3)[C:17]([O:25]C(OC)=O)=[CH:16][C:15]=2[NH:30][C:31]([CH:33]2[O:38][C:37]3[CH:39]=[CH:40][C:41]([C:43]#[N:44])=[CH:42][C:36]=3[N:35](C(OCC)=O)[CH2:34]2)=[O:32])[CH2:10][CH2:9]1)=O)(C)(C)C.[OH-].[Na+].Cl. The catalyst is CO.O. The product is [C:43]([C:41]1[CH:40]=[CH:39][C:37]2[O:38][CH:33]([C:31]([NH:30][C:15]3[CH:16]=[C:17]([OH:25])[C:18]([CH:20]4[CH2:21][CH2:22][CH2:23][CH2:24]4)=[CH:19][C:14]=3[C:11]3[CH2:12][CH2:13][NH:8][CH2:9][CH:10]=3)=[O:32])[CH2:34][NH:35][C:36]=2[CH:42]=1)#[N:44]. The yield is 0.190. (2) The reactants are Cl.[Cl:2][C:3]1[C:4]([O:30]COC)=[CH:5][C:6]([O:26]COC)=[C:7]([CH:25]=1)[C:8]([N:10]1[CH2:18][C:17]2[C:12](=[CH:13][CH:14]=[CH:15][CH:16]=2)[CH:11]1[C:19]([NH:21][CH:22]1[CH2:24][CH2:23]1)=[O:20])=[O:9].C([O-])(O)=O.[Na+].C(Cl)Cl. The catalyst is CO. The product is [Cl:2][C:3]1[C:4]([OH:30])=[CH:5][C:6]([OH:26])=[C:7]([CH:25]=1)[C:8]([N:10]1[CH2:18][C:17]2[C:12](=[CH:13][CH:14]=[CH:15][CH:16]=2)[CH:11]1[C:19]([NH:21][CH:22]1[CH2:23][CH2:24]1)=[O:20])=[O:9]. The yield is 0.0800. (3) The reactants are [N:1]1[C:8](Cl)=[N:7][C:5](Cl)=[N:4][C:2]=1[Cl:3].[CH2:10]([NH2:13])[C:11]#[CH:12].[CH:14]([N:17](CC)C(C)C)(C)C.CN.C1COCC1. The catalyst is C1COCC1. The product is [Cl:3][C:2]1[N:1]=[C:8]([NH:17][CH3:14])[N:7]=[C:5]([NH:13][CH2:10][C:11]#[CH:12])[N:4]=1. The yield is 0.690. (4) The reactants are [C:1]1([C:21]2[CH:26]=[CH:25][CH:24]=[CH:23][CH:22]=2)[CH:6]=[CH:5][C:4]([C:7]([N:9]2[CH2:13][C:12](=[N:14][O:15][CH3:16])[CH2:11][C@H:10]2[C:17](=[N:19][OH:20])[NH2:18])=[O:8])=[CH:3][CH:2]=1.[C:27]([O:31][CH2:32][C@H:33]([NH:37][C:38]([O:40][C:41]([CH3:44])([CH3:43])[CH3:42])=[O:39])[C:34](O)=O)([CH3:30])([CH3:29])[CH3:28]. No catalyst specified. The product is [C:27]([O:31][CH2:32][C@@H:33]([C:34]1[O:20][N:19]=[C:17]([C@@H:10]2[CH2:11][C:12](=[N:14][O:15][CH3:16])[CH2:13][N:9]2[C:7]([C:4]2[CH:3]=[CH:2][C:1]([C:21]3[CH:26]=[CH:25][CH:24]=[CH:23][CH:22]=3)=[CH:6][CH:5]=2)=[O:8])[N:18]=1)[NH:37][C:38]([O:40][C:41]([CH3:44])([CH3:43])[CH3:42])=[O:39])([CH3:29])([CH3:30])[CH3:28]. The yield is 0.440. (5) The reactants are F[C:2]1[CH:7]=[CH:6][C:5]([N+:8]([O-:10])=[O:9])=[CH:4][CH:3]=1.[C:11]([O:15][C:16]([N:18]1[CH2:23][CH2:22][NH:21][CH2:20][CH2:19]1)=[O:17])([CH3:14])([CH3:13])[CH3:12].C(N(CC)C(C)C)(C)C.CCOCC. The catalyst is C(OCC)(=O)C. The product is [C:11]([O:15][C:16]([N:18]1[CH2:23][CH2:22][N:21]([C:2]2[CH:7]=[CH:6][C:5]([N+:8]([O-:10])=[O:9])=[CH:4][CH:3]=2)[CH2:20][CH2:19]1)=[O:17])([CH3:14])([CH3:12])[CH3:13]. The yield is 0.770. (6) The reactants are [Cl:1][C:2]1[N:3]=[C:4]2[C:9](=[CH:10][CH:11]=1)[N:8]=[CH:7][C:6]([C:12](=[O:14])[CH3:13])=[C:5]2[NH:15][C@H:16]1[CH2:21][CH2:20][C@H:19]([CH2:22][N:23]2[CH2:27][CH2:26][CH2:25][CH2:24]2)[CH2:18][CH2:17]1.[Cl:28][C:29]1[CH:34]=[C:33](B2OC(C)(C)C(C)(C)O2)[CH:32]=[C:31]([Cl:44])[C:30]=1[OH:45].C1(N)C(F)=C(F)C(F)=C(N)C=1F.Cl.Cl. No catalyst specified. The product is [ClH:1].[ClH:28].[Cl:28][C:29]1[CH:34]=[C:33]([C:2]2[N:3]=[C:4]3[C:9](=[CH:10][CH:11]=2)[N:8]=[CH:7][C:6]([C:12](=[O:14])[CH3:13])=[C:5]3[NH:15][C@H:16]2[CH2:21][CH2:20][C@H:19]([CH2:22][N:23]3[CH2:24][CH2:25][CH2:26][CH2:27]3)[CH2:18][CH2:17]2)[CH:32]=[C:31]([Cl:44])[C:30]=1[OH:45]. The yield is 0.360.